This data is from Full USPTO retrosynthesis dataset with 1.9M reactions from patents (1976-2016). The task is: Predict the reactants needed to synthesize the given product. (1) Given the product [Br:1][C:2]1[C:10]([CH3:11])=[CH:9][CH:8]=[CH:7][C:3]=1[C:4]([N:12]1[CH2:16][CH2:15][CH2:14][CH2:13]1)=[O:6], predict the reactants needed to synthesize it. The reactants are: [Br:1][C:2]1[C:10]([CH3:11])=[CH:9][CH:8]=[CH:7][C:3]=1[C:4]([OH:6])=O.[NH:12]1[CH2:16][CH2:15][CH2:14][CH2:13]1. (2) Given the product [Cl:1][C:2]1[CH:3]=[C:4]([C:8]2[N:13]=[C:12]([NH:14][C:15]3[N:20]=[CH:19][C:18]([CH2:21][C:22]([NH2:30])=[O:24])=[CH:17][CH:16]=3)[CH:11]=[C:10]([CH:27]3[CH2:28][CH2:29]3)[N:9]=2)[CH:5]=[CH:6][CH:7]=1, predict the reactants needed to synthesize it. The reactants are: [Cl:1][C:2]1[CH:3]=[C:4]([C:8]2[N:13]=[C:12]([NH:14][C:15]3[N:20]=[CH:19][C:18]([CH2:21][C:22]([O:24]CC)=O)=[CH:17][CH:16]=3)[CH:11]=[C:10]([CH:27]3[CH2:29][CH2:28]3)[N:9]=2)[CH:5]=[CH:6][CH:7]=1.[NH3:30]. (3) Given the product [CH3:1][N:2]([CH2:8][CH2:9][CH2:10][CH2:11][CH2:12][CH2:13][CH2:14][CH2:15]/[CH:16]=[CH:17]\[CH2:18][CH2:19][CH2:20][CH2:21][CH2:22][CH2:23][CH2:24][CH3:25])[CH2:8][CH2:9][CH2:10][CH2:11][CH2:12][CH2:13][CH2:14][CH2:15]/[CH:16]=[CH:17]\[CH2:18][CH2:19][CH2:20][CH2:21][CH2:22][CH2:23][CH2:24][CH3:25], predict the reactants needed to synthesize it. The reactants are: [CH3:1][NH2:2].CS(O[CH2:8][CH2:9][CH2:10][CH2:11][CH2:12][CH2:13][CH2:14][CH2:15]/[CH:16]=[CH:17]\[CH2:18][CH2:19][CH2:20][CH2:21][CH2:22][CH2:23][CH2:24][CH3:25])(=O)=O.